Dataset: Catalyst prediction with 721,799 reactions and 888 catalyst types from USPTO. Task: Predict which catalyst facilitates the given reaction. (1) The catalyst class is: 6. Product: [Cl:1][C:2]1[CH:3]=[C:4]([N:8]2[N:12]=[N:11][C:10]([CH:29]([OH:31])[CH:28]([C:23]3[CH:22]=[CH:21][CH:35]=[CH:34][CH:25]=3)[OH:43])=[N:9]2)[CH:5]=[CH:6][CH:7]=1. Reactant: [Cl:1][C:2]1[CH:3]=[C:4]([N:8]2[N:12]=[N:11][C:10](C=CC3C=CC=CC=3)=[N:9]2)[CH:5]=[CH:6][CH:7]=1.[C:21](O)(=O)[CH2:22][C:23]([CH2:28][C:29]([OH:31])=O)([C:25](O)=O)O.[C:34](O)(C)(C)[CH3:35].C[N+]1([O-])CC[O:43]CC1. (2) Reactant: [OH:1][C:2]1[CH:21]=[CH:20][C:5]([O:6][C:7]2[C:12]([I:13])=[CH:11][C:10]([CH2:14][C:15]([O:17][CH3:18])=[O:16])=[CH:9][C:8]=2I)=[CH:4][CH:3]=1.C(=O)([O-])[O-].[K+].[K+]. Product: [OH:1][C:2]1[CH:3]=[CH:4][C:5]([O:6][C:7]2[CH:8]=[CH:9][C:10]([CH2:14][C:15]([O:17][CH3:18])=[O:16])=[CH:11][C:12]=2[I:13])=[CH:20][CH:21]=1. The catalyst class is: 407. (3) Reactant: [CH3:1][N:2]1[C:7]2=[CH:8][S:9][C:10](C)=[C:6]2[C:5](=[O:12])[N:4]([CH3:13])[C:3]1=[O:14].[F:15][C:16]1[CH:17]=[C:18]([C:27]2[N:28]=[C:29]([NH2:32])[S:30][CH:31]=2)[CH:19]=[C:20]([F:26])[C:21]=1[C:22]([F:25])([F:24])[F:23].CCN=C=NC[CH2:39][CH2:40]N(C)C.Cl.C1C=CC2N([OH:54])N=NC=2C=1. Product: [F:15][C:16]1[CH:17]=[C:18]([C:27]2[N:28]=[C:29]([NH:32][C:39](=[O:54])[CH2:40][C:7]3[C:6]4[C:5](=[O:12])[N:4]([CH3:13])[C:3](=[O:14])[N:2]([CH3:1])[C:10]=4[S:9][CH:8]=3)[S:30][CH:31]=2)[CH:19]=[C:20]([F:26])[C:21]=1[C:22]([F:25])([F:23])[F:24]. The catalyst class is: 864. (4) Reactant: [CH3:1][O:2][C:3](=[O:11])[CH:4]([NH2:10])[CH2:5][C:6]([CH3:9])([CH3:8])[CH3:7].CCN(C(C)C)C(C)C.[N:21]1([C:27](Cl)=[O:28])[CH2:26][CH2:25][O:24][CH2:23][CH2:22]1. Product: [CH3:1][O:2][C:3](=[O:11])[CH:4]([NH:10][C:27]([N:21]1[CH2:26][CH2:25][O:24][CH2:23][CH2:22]1)=[O:28])[CH2:5][C:6]([CH3:7])([CH3:8])[CH3:9]. The catalyst class is: 4.